This data is from Full USPTO retrosynthesis dataset with 1.9M reactions from patents (1976-2016). The task is: Predict the reactants needed to synthesize the given product. (1) The reactants are: [CH:1]1([C:7]2[C:8]3[CH:37]=[CH:36][C:35]([C:38]([O:40][CH3:41])=[O:39])=[CH:34][C:9]=3[N:10]3[C:16]=2[C:15]2[CH:17]=[CH:18][CH:19]=[C:20]([N:21]([CH2:25][C:26](=O)[N:27]4[CH2:32][CH2:31][CH2:30][CH2:29][CH2:28]4)[CH2:22][CH2:23][CH3:24])[C:14]=2[O:13][CH2:12][CH2:11]3)[CH2:6][CH2:5][CH2:4][CH2:3][CH2:2]1.Cl.[OH-].[Na+]. Given the product [CH:1]1([C:7]2[C:8]3[CH:37]=[CH:36][C:35]([C:38]([O:40][CH3:41])=[O:39])=[CH:34][C:9]=3[N:10]3[C:16]=2[C:15]2[CH:17]=[CH:18][CH:19]=[C:20]([N:21]([CH2:25][CH2:26][N:27]4[CH2:32][CH2:31][CH2:30][CH2:29][CH2:28]4)[CH2:22][CH2:23][CH3:24])[C:14]=2[O:13][CH2:12][CH2:11]3)[CH2:6][CH2:5][CH2:4][CH2:3][CH2:2]1, predict the reactants needed to synthesize it. (2) Given the product [F:1][C:2]1[CH:7]=[CH:6][N:5]2[C:13]([C:14]([O:16][CH2:17][CH3:18])=[O:15])=[CH:19][N:8]=[C:4]2[CH:3]=1, predict the reactants needed to synthesize it. The reactants are: [F:1][C:2]1[CH:7]=[CH:6][N:5]=[C:4]([NH2:8])[CH:3]=1.C(O)C.Cl[CH:13]([CH:19]=O)[C:14]([O:16][CH2:17][CH3:18])=[O:15].C(=O)(O)[O-].[Na+]. (3) Given the product [C:32]([OH:35])([C:18]([F:21])([F:20])[F:19])=[O:33].[CH3:31][N:27]1[C:28]([CH2:29][OH:30])=[C:24]([C:9]2[CH:17]=[C:16]([C:18]([F:19])([F:20])[F:21])[CH:15]=[C:14]3[C:10]=2[CH:11]=[N:12][NH:13]3)[CH:25]=[N:26]1, predict the reactants needed to synthesize it. The reactants are: CC1(C)C(C)(C)OB([C:9]2[CH:17]=[C:16]([C:18]([F:21])([F:20])[F:19])[CH:15]=[C:14]3[C:10]=2[CH:11]=[N:12][NH:13]3)O1.Br[C:24]1[CH:25]=[N:26][N:27]([CH3:31])[C:28]=1[CH2:29][OH:30].[C:32]([O-:35])(O)=[O:33].[Na+]. (4) The reactants are: [OH:1][C:2]1[CH:10]=[C:9]2[C:5]([CH:6]=[CH:7][NH:8]2)=[CH:4][CH:3]=1.[Si:11](Cl)([C:14]([CH3:17])([CH3:16])[CH3:15])([CH3:13])[CH3:12].N1C=CN=C1. Given the product [Si:11]([O:1][C:2]1[CH:10]=[C:9]2[C:5]([CH:6]=[CH:7][NH:8]2)=[CH:4][CH:3]=1)([C:14]([CH3:17])([CH3:16])[CH3:15])([CH3:13])[CH3:12], predict the reactants needed to synthesize it. (5) Given the product [OH:4][CH:3]([CH3:5])[CH2:2][C:1]([O:7][CH2:8][C:9]1[CH:14]=[CH:13][CH:12]=[CH:11][CH:10]=1)=[O:6], predict the reactants needed to synthesize it. The reactants are: [C:1]([O:7][CH2:8][C:9]1[CH:14]=[CH:13][CH:12]=[CH:11][CH:10]=1)(=[O:6])[CH2:2][C:3]([CH3:5])=[O:4].C(OCC)(=O)CC(C)=O. (6) Given the product [Cl:3][C:4]1[N:9]=[C:8]([O:10][CH3:11])[C:7]([NH:12][CH:15]=[O:17])=[CH:6][CH:5]=1, predict the reactants needed to synthesize it. The reactants are: [Cl-].[NH4+].[Cl:3][C:4]1[N:9]=[C:8]([O:10][CH3:11])[C:7]([N+:12]([O-])=O)=[CH:6][CH:5]=1.[CH2:15]([OH:17])C.